This data is from Full USPTO retrosynthesis dataset with 1.9M reactions from patents (1976-2016). The task is: Predict the reactants needed to synthesize the given product. (1) Given the product [NH2:2][CH2:1][CH2:3][N:4]1[CH2:9][C@@H:8]([CH3:10])[N:7]([C:11]([O:13][C:14]([CH3:15])([CH3:17])[CH3:16])=[O:12])[C@@H:6]([CH3:18])[CH2:5]1, predict the reactants needed to synthesize it. The reactants are: [C:1]([CH2:3][N:4]1[CH2:9][C@@H:8]([CH3:10])[N:7]([C:11]([O:13][C:14]([CH3:17])([CH3:16])[CH3:15])=[O:12])[C@@H:6]([CH3:18])[CH2:5]1)#[N:2]. (2) Given the product [CH3:12][O:13][CH:14]([O:17][CH3:18])[C:15]1[CH:4]=[CH:3][C:2]([F:1])=[C:9]([F:10])[C:8]=1[F:11], predict the reactants needed to synthesize it. The reactants are: [F:1][C:2]1[C:9]([F:10])=[C:8]([F:11])C=C[C:3]=1[CH:4]=O.[CH3:12][O:13][C:14]([O:17][CH3:18])(C)[CH3:15]. (3) The reactants are: C([O-])(=O)C.[K+].Br[C:7]1[CH:12]=[CH:11][C:10]([N:13]2[N:17]=[C:16]([O:18][CH3:19])[CH:15]=[N:14]2)=[CH:9][CH:8]=1.[B:20]1([B:20]2[O:24][C:23]([CH3:26])([CH3:25])[C:22]([CH3:28])([CH3:27])[O:21]2)[O:24][C:23]([CH3:26])([CH3:25])[C:22]([CH3:28])([CH3:27])[O:21]1. Given the product [CH3:19][O:18][C:16]1[CH:15]=[N:14][N:13]([C:10]2[CH:11]=[CH:12][C:7]([B:20]3[O:24][C:23]([CH3:26])([CH3:25])[C:22]([CH3:28])([CH3:27])[O:21]3)=[CH:8][CH:9]=2)[N:17]=1, predict the reactants needed to synthesize it.